This data is from Full USPTO retrosynthesis dataset with 1.9M reactions from patents (1976-2016). The task is: Predict the reactants needed to synthesize the given product. (1) Given the product [O:1]=[CH:2][CH2:3][CH2:4][CH2:5][CH2:6][CH2:7][CH2:8][CH2:9][CH2:10][CH2:11][CH2:12][C:13]([OH:15])=[O:14], predict the reactants needed to synthesize it. The reactants are: [OH:1][CH2:2][CH2:3][CH2:4][CH2:5][CH2:6][CH2:7][CH2:8][CH2:9][CH2:10][CH2:11][CH2:12][C:13]([OH:15])=[O:14].[Cr](Cl)([O-])(=O)=O.[NH+]1C=CC=CC=1. (2) Given the product [I-:1].[CH:4]1([CH2:3][CH2:2][P+:16]([C:17]2[CH:18]=[CH:19][CH:20]=[CH:21][CH:22]=2)([C:23]2[CH:28]=[CH:27][CH:26]=[CH:25][CH:24]=2)[C:10]2[CH:11]=[CH:12][CH:13]=[CH:14][CH:15]=2)[CH2:9][CH2:8][CH2:7][CH2:6][CH2:5]1, predict the reactants needed to synthesize it. The reactants are: [I:1][CH2:2][CH2:3][CH:4]1[CH2:9][CH2:8][CH2:7][CH2:6][CH2:5]1.[C:10]1([P:16]([C:23]2[CH:28]=[CH:27][CH:26]=[CH:25][CH:24]=2)[C:17]2[CH:22]=[CH:21][CH:20]=[CH:19][CH:18]=2)[CH:15]=[CH:14][CH:13]=[CH:12][CH:11]=1. (3) Given the product [Br:7][C:4]1[CH:5]=[CH:6][N:2]([NH:1][C:37](=[O:38])[C@@H:36]([NH:35][C:33](=[O:34])[O:32][C:28]([CH3:30])([CH3:29])[CH3:31])[CH3:40])[C:3]=1[C:8](=[O:9])[NH:10][C:11]1[CH:16]=[C:15]([Cl:17])[CH:14]=[C:13]([Cl:18])[CH:12]=1, predict the reactants needed to synthesize it. The reactants are: [NH2:1][N:2]1[CH:6]=[CH:5][C:4]([Br:7])=[C:3]1[C:8]([NH:10][C:11]1[CH:16]=[C:15]([Cl:17])[CH:14]=[C:13]([Cl:18])[CH:12]=1)=[O:9].CCN(C(C)C)C(C)C.[C:28]([O:32][C:33]([NH:35][C@@H:36]([CH3:40])[C:37](O)=[O:38])=[O:34])([CH3:31])([CH3:30])[CH3:29].C(P1(=O)OP(CCC)(=O)OP(CCC)(=O)O1)CC. (4) Given the product [Br:1][C:2]1[N:7]=[C:6]([C:8](=[N:15][C:14]2[C:16]([CH2:20][CH3:21])=[CH:17][CH:18]=[CH:19][C:13]=2[CH2:11][CH3:12])[CH3:9])[CH:5]=[CH:4][CH:3]=1, predict the reactants needed to synthesize it. The reactants are: [Br:1][C:2]1[N:7]=[C:6]([C:8](=O)[CH3:9])[CH:5]=[CH:4][CH:3]=1.[CH2:11]([C:13]1[CH:19]=[CH:18][CH:17]=[C:16]([CH2:20][CH3:21])[C:14]=1[NH2:15])[CH3:12].CC1C=CC(S(O)(=O)=O)=CC=1.[Cl-].[Cl-].[Ca+2]. (5) Given the product [N:1]12[CH2:9][CH2:8][CH:5]([CH2:6][CH2:7]1)[CH:4]([OH:10])[CH2:3][CH2:2]2, predict the reactants needed to synthesize it. The reactants are: [N:1]12[CH2:9][CH2:8][CH:5]([CH2:6][CH2:7]1)[C:4](=[O:10])[CH2:3][CH2:2]2.[H-].[Al+3].[Li+].[H-].[H-].[H-]. (6) Given the product [Cl:1][C:2]1[CH:7]=[CH:6][C:5]([CH:8]=[CH:12][C:13]2[CH:18]=[CH:17][C:16]([OH:19])=[C:15]([O:23][CH3:24])[CH:14]=2)=[CH:4][CH:3]=1, predict the reactants needed to synthesize it. The reactants are: [Cl:1][C:2]1[CH:7]=[CH:6][C:5]([C:8](=[CH:12][C:13]2[CH:18]=[CH:17][C:16]([O:19]C(=O)C)=[C:15]([O:23][CH3:24])[CH:14]=2)C(O)=O)=[CH:4][CH:3]=1.C([O-])(O)=O.[Na+].CC1NC=CN=1. (7) The reactants are: [CH3:1][O:2][C:3]1[CH:4]=[C:5]([CH:10]=[CH:11][CH:12]=1)[CH:6]=[CH:7][CH:8]=O.[NH2:13][NH:14][C:15]([NH2:17])=[S:16]. Given the product [CH3:1][O:2][C:3]1[CH:4]=[C:5]([CH:10]=[CH:11][CH:12]=1)[CH:6]=[CH:7][CH:8]=[N:13][NH:14][C:15]([NH2:17])=[S:16], predict the reactants needed to synthesize it. (8) Given the product [CH3:1][C:2]1[CH:7]=[CH:6][C:5]([S:8]([NH:11][C@H:12]([CH2:16][C:17]#[CH:18])[C:13]([NH2:23])=[O:14])(=[O:10])=[O:9])=[CH:4][CH:3]=1, predict the reactants needed to synthesize it. The reactants are: [CH3:1][C:2]1[CH:7]=[CH:6][C:5]([S:8]([NH:11][C@H:12]([CH2:16][C:17]#[CH:18])[C:13](O)=[O:14])(=[O:10])=[O:9])=[CH:4][CH:3]=1.C1C=[N:23]C2N(O)N=NC=2C=1.CCN(C(C)C)C(C)C.[NH4+].[Cl-].CCN=C=NCCCN(C)C. (9) The reactants are: [OH-].[Li+].[CH2:3]([C:9]1[CH:10]=[C:11]2[C:16](=[CH:17][CH:18]=1)[C:15]([C:19]([O:21]C)=[O:20])=[CH:14][CH:13]=[CH:12]2)[CH2:4][CH2:5][CH2:6][CH2:7][CH3:8]. Given the product [CH2:3]([C:9]1[CH:10]=[C:11]2[C:16](=[CH:17][CH:18]=1)[C:15]([C:19]([OH:21])=[O:20])=[CH:14][CH:13]=[CH:12]2)[CH2:4][CH2:5][CH2:6][CH2:7][CH3:8], predict the reactants needed to synthesize it.